Dataset: Forward reaction prediction with 1.9M reactions from USPTO patents (1976-2016). Task: Predict the product of the given reaction. (1) Given the reactants [CH2:1]([Mg]Br)[CH2:2][CH:3]=[CH2:4].[CH:7](=[O:12])[CH2:8][CH2:9][CH:10]=[CH2:11], predict the reaction product. The product is: [CH2:4]=[CH:3][CH2:2][CH2:1][CH:7]([OH:12])[CH2:8][CH2:9][CH:10]=[CH2:11]. (2) Given the reactants Cl[C:2]1[C:7]([N+:8]([O-:10])=[O:9])=[CH:6][CH:5]=[CH:4][C:3]=1[N+:11]([O-:13])=[O:12].Cl.[NH2:15][CH2:16][CH2:17][CH2:18][C:19]([O:21][CH2:22][CH3:23])=[O:20].C(N(CC)CC)C, predict the reaction product. The product is: [N+:11]([C:3]1[CH:4]=[CH:5][CH:6]=[C:7]([N+:8]([O-:10])=[O:9])[C:2]=1[NH:15][CH2:16][CH2:17][CH2:18][C:19]([O:21][CH2:22][CH3:23])=[O:20])([O-:13])=[O:12]. (3) Given the reactants [CH3:1][C@:2]12[C@@:19]3([CH3:20])[C@@H:10]([C@:11]4([CH3:42])[C@@H:16]([CH2:17][CH2:18]3)[C:15]([CH3:22])([CH3:21])[C:14]([C:23]3[CH2:41][C:25]5([CH2:28][C:27]([C:35]([O:37]C(C)C)=[O:36])([C:29]([O:31]C(C)C)=[O:30])[CH2:26]5)[CH:24]=3)=[CH:13][CH2:12]4)[CH2:9][CH2:8][C@@H:7]1[C@H:6]1[C@H:43]([C:46]([CH3:48])=[CH2:47])[CH2:44][CH2:45][C@:5]1([NH:49][CH2:50][CH2:51][N:52]1[CH2:57][CH2:56][O:55][CH2:54][CH2:53]1)[CH2:4][CH2:3]2.[OH-].[Na+], predict the reaction product. The product is: [CH3:1][C@:2]12[C@@:19]3([CH3:20])[C@@H:10]([C@:11]4([CH3:42])[C@@H:16]([CH2:17][CH2:18]3)[C:15]([CH3:21])([CH3:22])[C:14]([C:23]3[CH2:41][C:25]5([CH2:28][C:27]([C:29]([OH:31])=[O:30])([C:35]([OH:37])=[O:36])[CH2:26]5)[CH:24]=3)=[CH:13][CH2:12]4)[CH2:9][CH2:8][C@@H:7]1[C@H:6]1[C@H:43]([C:46]([CH3:48])=[CH2:47])[CH2:44][CH2:45][C@:5]1([NH:49][CH2:50][CH2:51][N:52]1[CH2:53][CH2:54][O:55][CH2:56][CH2:57]1)[CH2:4][CH2:3]2.